Dataset: NCI-60 drug combinations with 297,098 pairs across 59 cell lines. Task: Regression. Given two drug SMILES strings and cell line genomic features, predict the synergy score measuring deviation from expected non-interaction effect. (1) Drug 1: CN(C)N=NC1=C(NC=N1)C(=O)N. Drug 2: C1=NC(=NC(=O)N1C2C(C(C(O2)CO)O)O)N. Cell line: IGROV1. Synergy scores: CSS=7.44, Synergy_ZIP=-5.23, Synergy_Bliss=-3.49, Synergy_Loewe=-3.96, Synergy_HSA=-3.69. (2) Drug 1: CN1C(=O)N2C=NC(=C2N=N1)C(=O)N. Drug 2: COC1=C2C(=CC3=C1OC=C3)C=CC(=O)O2. Cell line: MCF7. Synergy scores: CSS=1.17, Synergy_ZIP=-0.629, Synergy_Bliss=-0.595, Synergy_Loewe=0.755, Synergy_HSA=-1.03. (3) Drug 1: CCCCCOC(=O)NC1=NC(=O)N(C=C1F)C2C(C(C(O2)C)O)O. Drug 2: C1=CC=C(C(=C1)C(C2=CC=C(C=C2)Cl)C(Cl)Cl)Cl. Cell line: OVCAR3. Synergy scores: CSS=9.72, Synergy_ZIP=8.25, Synergy_Bliss=5.30, Synergy_Loewe=7.82, Synergy_HSA=5.45.